Task: Predict which catalyst facilitates the given reaction.. Dataset: Catalyst prediction with 721,799 reactions and 888 catalyst types from USPTO (1) Reactant: Cl[C:2]1[C:7]([N+:8]([O-:10])=[O:9])=[C:6]([Cl:11])[N:5]=[C:4]([CH2:12][C:13]2[CH:18]=[CH:17][C:16]([F:19])=[CH:15][CH:14]=2)[N:3]=1.[CH2:20]1[O:28][C:27]2[CH:26]=[CH:25][C:24](B(O)O)=[CH:23][C:22]=2[O:21]1.C(=O)([O-])[O-].[Na+].[Na+]. Product: [O:21]1[C:22]2[CH:23]=[CH:24][C:25]([C:2]3[C:7]([N+:8]([O-:10])=[O:9])=[C:6]([Cl:11])[N:5]=[C:4]([CH2:12][C:13]4[CH:18]=[CH:17][C:16]([F:19])=[CH:15][CH:14]=4)[N:3]=3)=[CH:26][C:27]=2[O:28][CH2:20]1. The catalyst class is: 93. (2) Reactant: [CH2:1]([N:3]([CH2:18][CH3:19])[C:4]([C:6]1[CH:15]=[CH:14][C:13]2[C:8](=[CH:9][CH:10]=[CH:11][CH:12]=2)[C:7]=1[O:16][CH3:17])=[O:5])[CH3:2].C1C(=O)N([Br:27])C(=O)C1. Product: [Br:27][C:14]1[C:13]2[C:8](=[CH:9][CH:10]=[CH:11][CH:12]=2)[C:7]([O:16][CH3:17])=[C:6]([C:4]([N:3]([CH2:1][CH3:2])[CH2:18][CH3:19])=[O:5])[CH:15]=1. The catalyst class is: 23. (3) Reactant: [CH3:1][C:2]1([CH3:10])[O:7][C:6](=[O:8])[CH2:5][C:4](=[O:9])[O:3]1.CCN=C=NCCCN(C)C.Cl.[F:23][C:24]([F:35])([F:34])[C:25]1[CH:33]=[CH:32][C:28]([C:29](O)=[O:30])=[CH:27][CH:26]=1.O. Product: [CH3:1][C:2]1([CH3:10])[O:7][C:6](=[O:8])[CH:5]([C:29](=[O:30])[C:28]2[CH:32]=[CH:33][C:25]([C:24]([F:23])([F:34])[F:35])=[CH:26][CH:27]=2)[C:4](=[O:9])[O:3]1. The catalyst class is: 79.